Dataset: Reaction yield outcomes from USPTO patents with 853,638 reactions. Task: Predict the reaction yield, written as a fraction of the theoretical maximum amount of product (1.0 means a 100% yield; for example, 0.34 means a 34% yield). (1) The reactants are Cl[C:2]1[C:7]([C:8]#[N:9])=[CH:6][C:5]([C:10]2[C:19]3[C:14](=[CH:15][C:16]([S:20]([NH:23][C:24]4[CH:28]=[CH:27][O:26][N:25]=4)(=[O:22])=[O:21])=[CH:17][CH:18]=3)[CH:13]=[CH:12][N:11]=2)=[C:4]([O:29][CH3:30])[CH:3]=1.[F:31][C:32]1[CH:33]=[C:34](B(O)O)[CH:35]=[CH:36][CH:37]=1.C1(P(C2CCCCC2)C2C=CC=CC=2C2C(OC)=CC=CC=2OC)CCCCC1.P([O-])([O-])([O-])=O.[K+].[K+].[K+]. The catalyst is C(Cl)Cl. The product is [C:8]([C:7]1[CH:6]=[C:5]([C:10]2[C:19]3[C:14](=[CH:15][C:16]([S:20]([NH:23][C:24]4[CH:28]=[CH:27][O:26][N:25]=4)(=[O:21])=[O:22])=[CH:17][CH:18]=3)[CH:13]=[CH:12][N:11]=2)[C:4]([O:29][CH3:30])=[CH:3][C:2]=1[C:36]1[CH:35]=[CH:34][CH:33]=[C:32]([F:31])[CH:37]=1)#[N:9]. The yield is 0.204. (2) The reactants are Br[C:2]1[CH:7]=[CH:6][C:5]([S:8]([CH2:11][CH3:12])(=[O:10])=[O:9])=[CH:4][C:3]=1[F:13].[B:14]1([B:14]2[O:18][C:17]([CH3:20])([CH3:19])[C:16]([CH3:22])([CH3:21])[O:15]2)[O:18][C:17]([CH3:20])([CH3:19])[C:16]([CH3:22])([CH3:21])[O:15]1.C([O-])(=O)C.[K+]. The catalyst is CS(C)=O.CCOC(C)=O.[Cl-].[Na+].O.C1C=CC(P(C2C=CC=CC=2)[C-]2C=CC=C2)=CC=1.C1C=CC(P(C2C=CC=CC=2)[C-]2C=CC=C2)=CC=1.Cl[Pd]Cl.[Fe+2]. The product is [CH2:11]([S:8]([C:5]1[CH:6]=[CH:7][C:2]([B:14]2[O:18][C:17]([CH3:20])([CH3:19])[C:16]([CH3:22])([CH3:21])[O:15]2)=[C:3]([F:13])[CH:4]=1)(=[O:10])=[O:9])[CH3:12]. The yield is 0.700. (3) The reactants are [F:1][C:2]([F:30])([F:29])[O:3][C:4]1[CH:9]=[CH:8][C:7]([N:10]2[CH:14]=[N:13][C:12]([C:15]3[CH:20]=[CH:19][C:18]([CH:21]4[CH2:23][CH:22]4[C:24]([O:26]CC)=[O:25])=[CH:17][CH:16]=3)=[N:11]2)=[CH:6][CH:5]=1.[OH-].[Na+].Cl. The catalyst is CO. The product is [F:30][C:2]([F:1])([F:29])[O:3][C:4]1[CH:9]=[CH:8][C:7]([N:10]2[CH:14]=[N:13][C:12]([C:15]3[CH:20]=[CH:19][C:18]([CH:21]4[CH2:23][CH:22]4[C:24]([OH:26])=[O:25])=[CH:17][CH:16]=3)=[N:11]2)=[CH:6][CH:5]=1. The yield is 0.980. (4) The reactants are [CH3:1][NH:2][S:3](Cl)(=[O:5])=[O:4].[NH2:7][C:8]1[C:9]([CH:18]([C:20]2[CH:25]=[CH:24][CH:23]=[CH:22][CH:21]=2)O)=[CH:10][CH:11]=[C:12]2[C:17]=1[N:16]=[CH:15][CH:14]=[CH:13]2. The catalyst is N1C=CC=CC=1. The product is [CH3:1][N:2]1[S:3](=[O:5])(=[O:4])[NH:7][C:8]2[C:17]3[C:12](=[CH:13][CH:14]=[CH:15][N:16]=3)[CH:11]=[CH:10][C:9]=2[CH:18]1[C:20]1[CH:25]=[CH:24][CH:23]=[CH:22][CH:21]=1. The yield is 0.0800. (5) The reactants are [H-].[Al+3].[Li+].[H-].[H-].[H-].[CH2:7]1[CH2:11]O[CH2:9][CH2:8]1.O.[OH-].[Na+]. The catalyst is O1CCCC1. The product is [CH:7]1([CH:11]2[CH2:9][CH2:9][CH2:8][CH2:7][CH2:11]2)[CH2:11][CH2:7][CH2:8][CH2:9][CH2:8]1. The yield is 0.800. (6) The reactants are CCN(C(C)C)C(C)C.[CH3:10][O:11][C:12]1[CH:13]=[CH:14][CH:15]=[C:16]2[C:21]=1[O:20][C:19](=[O:22])[C:18]([C:23]([OH:25])=O)=[CH:17]2.CN(C(ON1N=NC2C=CC=NC1=2)=[N+](C)C)C.F[P-](F)(F)(F)(F)F.[CH3:50][O:51][C:52]1[N:57]=[CH:56][C:55]([C:58]2[CH:59]=[C:60]([NH2:64])[CH:61]=[CH:62][CH:63]=2)=[CH:54][N:53]=1. The catalyst is CN(C=O)C. The product is [CH3:50][O:51][C:52]1[N:53]=[CH:54][C:55]([C:58]2[CH:59]=[C:60]([NH:64][C:23]([C:18]3[C:19](=[O:22])[O:20][C:21]4[C:16]([CH:17]=3)=[CH:15][CH:14]=[CH:13][C:12]=4[O:11][CH3:10])=[O:25])[CH:61]=[CH:62][CH:63]=2)=[CH:56][N:57]=1. The yield is 0.480. (7) The reactants are Cl[C:2]1[N:7]=[CH:6][C:5]2[C:8]([N:14]3[CH2:18][CH2:17][N:16]([CH3:19])[C:15]3=[O:20])=[N:9][N:10]([CH:11]([CH3:13])[CH3:12])[C:4]=2[CH:3]=1.[NH2:21][C:22]1[CH:27]=[CH:26][N:25]=[C:24]([N:28]2[CH2:33][CH2:32][C@H:31]([OH:34])[C@H:30]([F:35])[CH2:29]2)[N:23]=1.C1(P(C2C=CC=CC=2)C2C3OC4C(=CC=CC=4P(C4C=CC=CC=4)C4C=CC=CC=4)C(C)(C)C=3C=CC=2)C=CC=CC=1.C(=O)([O-])[O-].[Cs+].[Cs+]. The catalyst is O1CCOCC1.C1C=CC(/C=C/C(/C=C/C2C=CC=CC=2)=O)=CC=1.C1C=CC(/C=C/C(/C=C/C2C=CC=CC=2)=O)=CC=1.C1C=CC(/C=C/C(/C=C/C2C=CC=CC=2)=O)=CC=1.[Pd].[Pd]. The product is [F:35][C@H:30]1[C@@H:31]([OH:34])[CH2:32][CH2:33][N:28]([C:24]2[N:23]=[C:22]([NH:21][C:2]3[N:7]=[CH:6][C:5]4[C:8]([N:14]5[CH2:18][CH2:17][N:16]([CH3:19])[C:15]5=[O:20])=[N:9][N:10]([CH:11]([CH3:13])[CH3:12])[C:4]=4[CH:3]=3)[CH:27]=[CH:26][N:25]=2)[CH2:29]1. The yield is 0.200. (8) The yield is 0.980. The product is [Cl:1][C:2]1[CH:3]=[C:4]([CH2:5][OH:6])[CH:9]=[CH:10][C:11]=1[CH2:12][CH3:13]. The reactants are [Cl:1][C:2]1[CH:3]=[C:4]([CH:9]=[CH:10][C:11]=1[CH2:12][CH3:13])[C:5](OC)=[O:6].[H-].[H-].[H-].[H-].[Li+].[Al+3].O.[OH-].[Na+]. The catalyst is C1COCC1. (9) The catalyst is C1COCC1. The reactants are Br[C:2]1[CH:3]=[C:4]([CH:7]=[CH:8][C:9]=1[CH2:10][OH:11])[C:5]#[N:6].[B:12](OC(C)C)(OC(C)C)[O:13]C(C)C.N#N.[Li]CCCC. The product is [OH:13][B:12]1[C:2]2[CH:3]=[C:4]([C:5]#[N:6])[CH:7]=[CH:8][C:9]=2[CH2:10][O:11]1. The yield is 0.500. (10) The reactants are [C:1]([C:3]1[CH:8]=[CH:7][CH:6]=[CH:5][C:4]=1[C:9]1[CH:14]=[CH:13][C:12]([CH2:15][C:16]2[C:17](=[O:42])[N:18]([C@H:28]3[CH2:33][CH2:32][C@H:31]([O:34][CH2:35][C:36](N(OC)C)=[O:37])[CH2:30][CH2:29]3)[C:19]3[N:20]([N:25]=[CH:26][CH:27]=3)[C:21]=2[CH2:22][CH2:23][CH3:24])=[CH:11][CH:10]=1)#[N:2].[CH3:43][Mg]Br.C(OCC)(=O)C. The catalyst is O1CCCC1. The product is [O:42]=[C:17]1[C:16]([CH2:15][C:12]2[CH:11]=[CH:10][C:9]([C:4]3[C:3]([C:1]#[N:2])=[CH:8][CH:7]=[CH:6][CH:5]=3)=[CH:14][CH:13]=2)=[C:21]([CH2:22][CH2:23][CH3:24])[N:20]2[N:25]=[CH:26][CH:27]=[C:19]2[N:18]1[C@H:28]1[CH2:33][CH2:32][C@H:31]([O:34][CH2:35][C:36](=[O:37])[CH3:43])[CH2:30][CH2:29]1. The yield is 0.940.